From a dataset of Forward reaction prediction with 1.9M reactions from USPTO patents (1976-2016). Predict the product of the given reaction. (1) Given the reactants Br[C:2]1[CH:3]=[C:4]2[C@@:15]3([CH2:20][CH2:19][O:18][C:17]([NH2:21])=[N:16]3)[C:14]3[CH:13]=[C:12]([Cl:22])[N:11]=[C:10]([F:23])[C:9]=3[O:8][C:5]2=[CH:6][CH:7]=1.[N-:24]=[N+:25]=[N-:26].[Na+].CCO, predict the reaction product. The product is: [N:24]([C:2]1[CH:3]=[C:4]2[C@@:15]3([CH2:20][CH2:19][O:18][C:17]([NH2:21])=[N:16]3)[C:14]3[CH:13]=[C:12]([Cl:22])[N:11]=[C:10]([F:23])[C:9]=3[O:8][C:5]2=[CH:6][CH:7]=1)=[N+:25]=[N-:26]. (2) Given the reactants [NH2:1][C:2]1[N:3]=[C:4]([NH:17][CH:18]2[CH2:22][CH2:21][NH:20][CH2:19]2)[S:5][C:6]=1[C:7]([C:9]1[C:14]([F:15])=[CH:13][CH:12]=[CH:11][C:10]=1[F:16])=[O:8].[CH3:23][S:24](Cl)(=[O:26])=[O:25], predict the reaction product. The product is: [NH2:1][C:2]1[N:3]=[C:4]([NH:17][CH:18]2[CH2:22][CH2:21][N:20]([S:24]([CH3:23])(=[O:26])=[O:25])[CH2:19]2)[S:5][C:6]=1[C:7]([C:9]1[C:14]([F:15])=[CH:13][CH:12]=[CH:11][C:10]=1[F:16])=[O:8]. (3) Given the reactants [Cl:1][C:2]1[CH:10]=[C:9]2[C:5]([CH2:6][CH2:7]/[C:8]/2=[C:11](/[C:17]#[N:18])\C(OCC)=O)=[CH:4][CH:3]=1.[C-:19]#[N:20].[K+], predict the reaction product. The product is: [Cl:1][C:2]1[CH:10]=[C:9]2[C:5]([CH2:6][CH2:7][C:8]2([CH2:11][C:17]#[N:18])[C:19]#[N:20])=[CH:4][CH:3]=1.